This data is from Forward reaction prediction with 1.9M reactions from USPTO patents (1976-2016). The task is: Predict the product of the given reaction. (1) The product is: [Cl:1][C:2]1[CH:3]=[CH:4][C:5]([C:39]#[N:40])=[C:6]([C:8]2[C:13]([O:14][CH3:15])=[CH:12][N:11]([CH:16]([CH2:32][C:33]3([CH3:37])[CH2:34][O:35][CH2:36]3)[C:17]([NH:19][C:20]3[CH:31]=[CH:30][C:23]([C:24]([OH:26])=[O:25])=[CH:22][CH:21]=3)=[O:18])[C:10](=[O:38])[CH:9]=2)[CH:7]=1. Given the reactants [Cl:1][C:2]1[CH:3]=[CH:4][C:5]([C:39]#[N:40])=[C:6]([C:8]2[C:13]([O:14][CH3:15])=[CH:12][N:11]([CH:16]([CH2:32][C:33]3([CH3:37])[CH2:36][O:35][CH2:34]3)[C:17]([NH:19][C:20]3[CH:31]=[CH:30][C:23]([C:24]([O:26]CC=C)=[O:25])=[CH:22][CH:21]=3)=[O:18])[C:10](=[O:38])[CH:9]=2)[CH:7]=1.CNC1C=CC=CC=1, predict the reaction product. (2) The product is: [CH3:21][NH:20][C:18]([C:9]1[C:8]2[CH:22]=[C:4]([B:37]3[O:38][C:39]([CH3:41])([CH3:40])[C:35]([CH3:51])([CH3:34])[O:36]3)[C:5]([N:23]([CH3:28])[S:24]([CH3:27])(=[O:26])=[O:25])=[CH:6][C:7]=2[O:11][C:10]=1[N:12]1[CH2:17][CH2:16][O:15][CH2:14][CH2:13]1)=[O:19]. Given the reactants N#N.Br[C:4]1[C:5]([N:23]([CH3:28])[S:24]([CH3:27])(=[O:26])=[O:25])=[CH:6][C:7]2[O:11][C:10]([N:12]3[CH2:17][CH2:16][O:15][CH2:14][CH2:13]3)=[C:9]([C:18]([NH:20][CH3:21])=[O:19])[C:8]=2[CH:22]=1.CC([O-])=O.[K+].[CH3:34][C:35]1([CH3:51])[C:39]([CH3:41])([CH3:40])[O:38][B:37]([B:37]2[O:38][C:39]([CH3:41])([CH3:40])[C:35]([CH3:51])([CH3:34])[O:36]2)[O:36]1, predict the reaction product. (3) Given the reactants O=C1C2C(=CC=CC=2)C(=O)[N:3]1[CH2:12][C@@H:13]([NH:25][C:26]([C:28]1[S:29][CH:30]=[C:31]([C:33]2[N:37]([CH3:38])[N:36]=[CH:35][C:34]=2[C:39]2[CH:44]=[CH:43][CH:42]=[CH:41][CH:40]=2)[CH:32]=1)=[O:27])[CH2:14][C:15]1[CH:20]=[CH:19][CH:18]=[CH:17][C:16]=1[C:21]([F:24])([F:23])[F:22].NN, predict the reaction product. The product is: [NH2:3][CH2:12][C@@H:13]([NH:25][C:26]([C:28]1[S:29][CH:30]=[C:31]([C:33]2[N:37]([CH3:38])[N:36]=[CH:35][C:34]=2[C:39]2[CH:44]=[CH:43][CH:42]=[CH:41][CH:40]=2)[CH:32]=1)=[O:27])[CH2:14][C:15]1[CH:20]=[CH:19][CH:18]=[CH:17][C:16]=1[C:21]([F:24])([F:23])[F:22].